This data is from Full USPTO retrosynthesis dataset with 1.9M reactions from patents (1976-2016). The task is: Predict the reactants needed to synthesize the given product. (1) Given the product [CH3:1][S:2]([C:5]1[CH:6]=[CH:7][C:8]([C:11]2[CH:16]=[CH:15][C:14]([O:17][CH2:26][CH2:27][CH2:28][CH3:29])=[C:13]([O:18][CH2:30][CH2:31][CH2:33][CH3:34])[CH:12]=2)=[CH:9][CH:10]=1)(=[O:3])=[O:4], predict the reactants needed to synthesize it. The reactants are: [CH3:1][S:2]([C:5]1[CH:10]=[CH:9][C:8]([C:11]2[CH:16]=[CH:15][C:14]([OH:17])=[C:13]([OH:18])[CH:12]=2)=[CH:7][CH:6]=1)(=[O:4])=[O:3].C(=O)([O-])[O-].[K+].[K+].[I-].[CH3:26][CH2:27][CH2:28][CH3:29].[CH3:30][C:31]([CH2:33][CH3:34])=O. (2) The reactants are: [CH3:1][S:2]([C:5]1[CH:31]=[CH:30][C:8]([CH2:9][O:10][C:11]2[CH:12]=[C:13]([CH:17]3[CH2:22][CH2:21][N:20](C(OC(C)(C)C)=O)[CH2:19][CH2:18]3)[CH:14]=[CH:15][CH:16]=2)=[CH:7][CH:6]=1)(=[O:4])=[O:3].[ClH:32]. Given the product [ClH:32].[CH3:1][S:2]([C:5]1[CH:6]=[CH:7][C:8]([CH2:9][O:10][C:11]2[CH:12]=[C:13]([CH:17]3[CH2:18][CH2:19][NH:20][CH2:21][CH2:22]3)[CH:14]=[CH:15][CH:16]=2)=[CH:30][CH:31]=1)(=[O:4])=[O:3], predict the reactants needed to synthesize it.